Dataset: Full USPTO retrosynthesis dataset with 1.9M reactions from patents (1976-2016). Task: Predict the reactants needed to synthesize the given product. (1) Given the product [CH3:12][C:13]1[C:18]([C:9]2[CH:10]=[C:5]([C:1]([CH3:4])([CH3:3])[CH3:2])[N:6]=[CH:7][N:8]=2)=[CH:17][CH:16]=[CH:15][N:14]=1, predict the reactants needed to synthesize it. The reactants are: [C:1]([C:5]1[CH:10]=[C:9](Cl)[N:8]=[CH:7][N:6]=1)([CH3:4])([CH3:3])[CH3:2].[CH3:12][C:13]1[C:18](B2OC(C)(C)C(C)(C)O2)=[CH:17][CH:16]=[CH:15][N:14]=1.C([O-])(=O)C.[K+].C(=O)([O-])[O-].[Na+].[Na+]. (2) Given the product [CH2:22]1[O:23][C:17]2[CH:16]=[C:14]3[C:13]([C:11](=[O:12])[CH:10]=[C:9]([C:6]4[CH:5]=[CH:4][C:3]([O:2][CH3:1])=[CH:8][CH:7]=4)[O:15]3)=[C:19]([OH:20])[C:18]=2[O:21]1, predict the reactants needed to synthesize it. The reactants are: [CH3:1][O:2][C:3]1[CH:8]=[CH:7][C:6]([C:9]2[O:15][C:14]3[C:16](O)=[C:17]4[O:23][CH2:22][O:21][C:18]4=[C:19]([OH:20])[C:13]=3[C:11](=[O:12])[CH:10]=2)=[CH:5][CH:4]=1.C1OC2C=C3C(C(=O)C=C(C4C=CC(O)=CC=4)O3)=C(O)C=2O1.COS(OC)(=O)=O.C(=O)([O-])[O-].[K+].[K+].